From a dataset of Full USPTO retrosynthesis dataset with 1.9M reactions from patents (1976-2016). Predict the reactants needed to synthesize the given product. (1) Given the product [CH3:30][N:31]1[CH2:36][CH2:35][N:34]([C:2]2[CH:29]=[CH:28][C:5]([C:6]([NH:8][C:9]3[CH:14]=[C:13]([C:15]4[S:16][CH:17]=[CH:18][CH:19]=4)[CH:12]=[CH:11][C:10]=3[NH:20][C:21](=[O:27])[O:22][C:23]([CH3:26])([CH3:24])[CH3:25])=[O:7])=[CH:4][N:3]=2)[CH2:33][CH2:32]1, predict the reactants needed to synthesize it. The reactants are: Cl[C:2]1[CH:29]=[CH:28][C:5]([C:6]([NH:8][C:9]2[CH:14]=[C:13]([C:15]3[S:16][CH:17]=[CH:18][CH:19]=3)[CH:12]=[CH:11][C:10]=2[NH:20][C:21](=[O:27])[O:22][C:23]([CH3:26])([CH3:25])[CH3:24])=[O:7])=[CH:4][N:3]=1.[CH3:30][N:31]1[CH2:36][CH2:35][NH:34][CH2:33][CH2:32]1. (2) Given the product [O:16]=[C:12]1[NH:11][C:10]2[C:17]3[C:22]([CH:23]=[CH:24][C:9]=2[N:8]([C:5]2[CH:6]=[CH:7][C:2]([NH:1][S:33]([C:28]4[CH:29]=[CH:30][CH:31]=[CH:32][C:27]=4[C:26]([F:25])([F:37])[F:38])(=[O:35])=[O:34])=[CH:3][CH:4]=2)[C:14](=[O:15])[CH2:13]1)=[CH:21][CH:20]=[CH:19][CH:18]=3, predict the reactants needed to synthesize it. The reactants are: [NH2:1][C:2]1[CH:7]=[CH:6][C:5]([N:8]2[C:14](=[O:15])[CH2:13][C:12](=[O:16])[NH:11][C:10]3[C:17]4[C:22]([CH:23]=[CH:24][C:9]2=3)=[CH:21][CH:20]=[CH:19][CH:18]=4)=[CH:4][CH:3]=1.[F:25][C:26]([F:38])([F:37])[C:27]1[CH:32]=[CH:31][CH:30]=[CH:29][C:28]=1[S:33](Cl)(=[O:35])=[O:34]. (3) Given the product [O:31]1[C:35]([C:36]([N:1]2[CH2:2][CH2:3][CH:4]([C:7]3[O:11][N:10]=[C:9]([CH2:12][N:13]([CH2:26][C:27]([F:30])([F:28])[F:29])[C:14]4[CH:21]=[CH:20][C:17]([C:18]#[N:19])=[C:16]([C:22]([F:25])([F:24])[F:23])[CH:15]=4)[N:8]=3)[CH2:5][CH2:6]2)=[O:37])=[CH:34][CH:33]=[N:32]1, predict the reactants needed to synthesize it. The reactants are: [NH:1]1[CH2:6][CH2:5][CH:4]([C:7]2[O:11][N:10]=[C:9]([CH2:12][N:13]([CH2:26][C:27]([F:30])([F:29])[F:28])[C:14]3[CH:21]=[CH:20][C:17]([C:18]#[N:19])=[C:16]([C:22]([F:25])([F:24])[F:23])[CH:15]=3)[N:8]=2)[CH2:3][CH2:2]1.[O:31]1[C:35]([C:36](Cl)=[O:37])=[CH:34][CH:33]=[N:32]1. (4) Given the product [NH2:60][C@H:61]([C:70]([NH:72][C@H:73]([C:78]([NH:80][C@H:81]([C:106]([NH2:108])=[O:107])[CH2:82][CH2:83][CH2:84][NH:85][C:86](=[NH:105])[NH:87][S:88]([C:91]1[C:103]([CH3:104])=[C:102]2[C:96]([O:97][C:98]([CH2:101]2)([CH3:99])[CH3:100])=[C:94]([CH3:95])[C:92]=1[CH3:93])(=[O:90])=[O:89])=[O:79])[CH2:74][CH:75]([CH3:77])[CH3:76])=[O:71])[CH2:62][C:63](=[O:69])[O:64][C:65]([CH3:67])([CH3:66])[CH3:68], predict the reactants needed to synthesize it. The reactants are: C1C=CC2N(O)N=NC=2C=1.CCN=C=NCCCN(C)C.Cl.N(C(OCC1C2C(=CC=CC=2)C2C1=CC=CC=2)=O)[C@H](C(O)=O)CC(=O)OC(C)(C)C.CN1CCOCC1.[NH:60](C(OCC1C2C(=CC=CC=2)C2C1=CC=CC=2)=O)[C@H:61]([C:70]([NH:72][C@H:73]([C:78]([NH:80][C@H:81]([C:106]([NH2:108])=[O:107])[CH2:82][CH2:83][CH2:84][NH:85][C:86](=[NH:105])[NH:87][S:88]([C:91]1[C:103]([CH3:104])=[C:102]2[C:96]([O:97][C:98]([CH2:101]2)([CH3:100])[CH3:99])=[C:94]([CH3:95])[C:92]=1[CH3:93])(=[O:90])=[O:89])=[O:79])[CH2:74][CH:75]([CH3:77])[CH3:76])=[O:71])[CH2:62][C:63](=[O:69])[O:64][C:65]([CH3:68])([CH3:67])[CH3:66].N1CCCCC1. (5) Given the product [Cl:18][C:19]1[N:24]=[C:23]2[S:25][C:26]([NH:28][C:2]3[CH:11]=[C:10]([NH:12][CH:13]([CH3:14])[CH3:17])[C:5]([C:6]([NH:8][CH3:9])=[O:7])=[CH:4][N:3]=3)=[N:27][C:22]2=[CH:21][CH:20]=1, predict the reactants needed to synthesize it. The reactants are: Cl[C:2]1[CH:11]=[C:10]([NH:12][CH:13]2[CH2:17]CC[CH2:14]2)[C:5]([C:6]([NH:8][CH3:9])=[O:7])=[CH:4][N:3]=1.[Cl:18][C:19]1[N:24]=[C:23]2[S:25][C:26]([NH2:28])=[N:27][C:22]2=[CH:21][CH:20]=1.C(O)(C(F)(F)F)=O. (6) Given the product [ClH:92].[NH:23]1[C:19]2[CH:18]=[CH:17][C:16]([C:13]3[CH:14]=[CH:15][C:10]([CH2:9][NH:8][CH:5]4[CH2:6][CH2:7][C:2]([CH3:1])([CH3:45])[CH2:3][CH2:4]4)=[C:11]([F:44])[CH:12]=3)=[CH:43][C:20]=2[N:21]=[CH:22]1, predict the reactants needed to synthesize it. The reactants are: [CH3:1][C:2]1([CH3:45])[CH2:7][CH2:6][CH:5]([NH:8][CH2:9][C:10]2[CH:15]=[CH:14][C:13]([C:16]3[CH:17]=[CH:18][C:19]4[N:23]=[CH:22][N:21](C(C5C=CC=CC=5)(C5C=CC=CC=5)C5C=CC=CC=5)[C:20]=4[CH:43]=3)=[CH:12][C:11]=2[F:44])[CH2:4][CH2:3]1.CC1(C)CCC(NCC2C=CC(C3C=CC4N(C(C5C=CC=CC=5)(C5C=CC=CC=5)C5C=CC=CC=5)C=NC=4C=3)=CC=2F)CC1.O.[ClH:92]. (7) Given the product [C:11]([C:3]1[C:2]([OH:1])=[C:10]([CH:33]=[O:34])[C:6]2[O:7][CH2:8][O:9][C:5]=2[CH:4]=1)(=[O:13])[CH3:12], predict the reactants needed to synthesize it. The reactants are: [OH:1][C:2]1[C:3]([C:11](=[O:13])[CH3:12])=[CH:4][C:5]2[O:9][CH2:8][O:7][C:6]=2[CH:10]=1.C1N2CN3CN(C2)CN1C3.C1(C)C=CC=CC=1.FC(F)(F)[C:33](O)=[O:34].